This data is from Full USPTO retrosynthesis dataset with 1.9M reactions from patents (1976-2016). The task is: Predict the reactants needed to synthesize the given product. (1) Given the product [C:14]1([CH3:25])[CH:13]=[CH:18][CH:17]=[CH:16][C:15]=1[CH2:19][CH2:20][CH:21]=[CH:22][CH2:10][CH2:9][CH2:8][CH2:7][CH2:6][CH2:5][CH2:4][CH2:3][CH2:2][CH3:1], predict the reactants needed to synthesize it. The reactants are: [CH2:1]=[CH:2][CH2:3][CH2:4][CH2:5][CH2:6][CH2:7][CH2:8][CH2:9][CH2:10]CC.[C:13]1(C)[CH:18]=[CH:17][CH:16]=[C:15]([CH:19]=[CH:20][CH2:21][CH3:22])[CH:14]=1.Cl[CH2:25]Cl. (2) Given the product [N:1]1[CH:6]=[CH:5][C:4]([C:7]2([C:8]([OH:10])=[O:9])[CH2:16][CH2:15][O:14][CH2:13][CH2:12]2)=[CH:3][CH:2]=1, predict the reactants needed to synthesize it. The reactants are: [N:1]1[CH:6]=[CH:5][C:4]([CH2:7][C:8]([OH:10])=[O:9])=[CH:3][CH:2]=1.Cl[CH2:12][CH2:13][O:14][CH2:15][CH2:16]Cl. (3) Given the product [C:11]([N:13]1[C:21]2[C:16](=[CH:17][CH:18]=[CH:19][CH:20]=2)[C:15]([OH:22])=[C:14]1[CH:4]=[C:5]([C:6]#[N:7])[C:8]#[N:9])(=[O:12])[CH3:10], predict the reactants needed to synthesize it. The reactants are: C(O[CH:4]=[C:5]([C:8]#[N:9])[C:6]#[N:7])C.[CH3:10][C:11]([N:13]1[C:21]2[C:16](=[CH:17][CH:18]=[CH:19][CH:20]=2)[C:15]([OH:22])=[CH:14]1)=[O:12].C(N(CC)CC)C. (4) Given the product [F:1][C:2]1[CH:7]=[C:6]([C:13]2[CH:18]=[CH:17][N:16]=[C:15]([NH:19][C:20]3[N:21]([CH3:25])[N:22]=[CH:23][CH:24]=3)[N:14]=2)[CH:5]=[C:4]([F:11])[N:3]=1, predict the reactants needed to synthesize it. The reactants are: [F:1][C:2]1[CH:7]=[C:6](B(O)O)[CH:5]=[C:4]([F:11])[N:3]=1.Cl[C:13]1[CH:18]=[CH:17][N:16]=[C:15]([NH:19][C:20]2[N:21]([CH3:25])[N:22]=[CH:23][CH:24]=2)[N:14]=1.C([O-])([O-])=O.[Cs+].[Cs+]. (5) Given the product [CH:32]([C:28]1[CH:29]=[CH:30][CH:31]=[C:26]([CH:23]([CH3:25])[CH3:24])[C:27]=1[NH:35][C:7]1[C:12]([CH3:13])=[C:11]([CH3:14])[N:10]=[C:9]([NH:15][CH2:16][C:17]2[CH:22]=[CH:21][CH:20]=[CH:19][N:18]=2)[N:8]=1)([CH3:34])[CH3:33], predict the reactants needed to synthesize it. The reactants are: C1(N[C:7]2[C:12]([CH3:13])=[C:11]([CH3:14])[N:10]=[C:9]([NH:15][CH2:16][C:17]3[CH:22]=[CH:21][CH:20]=[CH:19][N:18]=3)[N:8]=2)CCCC1.[CH:23]([C:26]1[CH:31]=[CH:30][CH:29]=[C:28]([CH:32]([CH3:34])[CH3:33])[C:27]=1[NH2:35])([CH3:25])[CH3:24]. (6) Given the product [NH2:23][C:17]1[CH:18]=[CH:19][CH:20]=[C:21]([CH3:22])[C:16]=1[CH2:15][NH:14][C:10]([NH:9][C:5]1[CH:6]=[CH:7][CH:8]=[C:3]([C:2]([F:12])([F:1])[F:13])[CH:4]=1)=[S:11], predict the reactants needed to synthesize it. The reactants are: [F:1][C:2]([F:13])([F:12])[C:3]1[CH:4]=[C:5]([N:9]=[C:10]=[S:11])[CH:6]=[CH:7][CH:8]=1.[NH2:14][CH2:15][C:16]1[C:21]([CH3:22])=[CH:20][CH:19]=[CH:18][C:17]=1[NH2:23]. (7) Given the product [Cl:26][C:22]1[C:23]([OH:25])=[CH:24][C:19]2[O:18][CH:17]([C:27]([N:29]3[CH2:30][CH2:31][C:32]([CH2:35][C:36]4[CH:37]=[CH:38][C:39]([F:42])=[CH:40][CH:41]=4)([C:43]#[N:44])[CH2:33][CH2:34]3)=[O:28])[CH2:16][NH:15][C:20]=2[CH:21]=1, predict the reactants needed to synthesize it. The reactants are: FC(F)(F)C(O)=O.C(OC([N:15]1[C:20]2[CH:21]=[C:22]([Cl:26])[C:23]([OH:25])=[CH:24][C:19]=2[O:18][CH:17]([C:27]([N:29]2[CH2:34][CH2:33][C:32]([C:43]#[N:44])([CH2:35][C:36]3[CH:41]=[CH:40][C:39]([F:42])=[CH:38][CH:37]=3)[CH2:31][CH2:30]2)=[O:28])[CH2:16]1)=O)(C)(C)C. (8) Given the product [C:12]([O:15][C:16]([N:5]1[C:6]([C:7]([F:10])([F:9])[F:8])=[C:2]([Br:1])[CH:3]=[N:4]1)=[O:17])([CH3:14])([CH3:13])[CH3:11], predict the reactants needed to synthesize it. The reactants are: [Br:1][C:2]1[CH:3]=[N:4][NH:5][C:6]=1[C:7]([F:10])([F:9])[F:8].[CH3:11][C:12]([O:15][C:16](O[C:16]([O:15][C:12]([CH3:14])([CH3:13])[CH3:11])=[O:17])=[O:17])([CH3:14])[CH3:13]. (9) Given the product [OH:32][CH2:33][CH2:34][CH2:35][C:36]1[CH:37]=[C:38]2[C:42](=[CH:43][CH:44]=1)[C:41](=[C:3]1[C:4]3[C:9](=[CH:8][CH:7]=[CH:6][CH:5]=3)[NH:1][C:2]1=[O:10])[O:40][CH2:39]2, predict the reactants needed to synthesize it. The reactants are: [NH:1]1[C:9]2[C:4](=[CH:5][CH:6]=[CH:7][CH:8]=2)[CH2:3][C:2]1=[O:10].[Li+].C[Si]([N-][Si](C)(C)C)(C)C.C1COCC1.O1CCCCC1[O:32][CH2:33][CH2:34][CH2:35][C:36]1[CH:37]=[C:38]2[C:42](=[CH:43][CH:44]=1)[C:41](=O)[O:40][CH2:39]2.Cl.